This data is from Peptide-MHC class I binding affinity with 185,985 pairs from IEDB/IMGT. The task is: Regression. Given a peptide amino acid sequence and an MHC pseudo amino acid sequence, predict their binding affinity value. This is MHC class I binding data. The peptide sequence is NSDYMMWVG. The MHC is HLA-A26:01 with pseudo-sequence HLA-A26:01. The binding affinity (normalized) is 0.0847.